From a dataset of Reaction yield outcomes from USPTO patents with 853,638 reactions. Predict the reaction yield, written as a fraction of the theoretical maximum amount of product (1.0 means a 100% yield; for example, 0.34 means a 34% yield). (1) The reactants are [NH2:1][C:2]1[N:6]([C@@H:7]2[CH2:12][CH2:11][C@H:10]([C:13]([NH:15][CH:16]([CH3:18])[CH3:17])=[O:14])[CH2:9][CH2:8]2)[C:5]2[CH:19]=[C:20]([O:23][CH2:24][C:25]3[CH:30]=[CH:29][C:28]([O:31][CH3:32])=[CH:27][CH:26]=3)[CH:21]=[CH:22][C:4]=2[N:3]=1.[F:33][C:34]1[CH:42]=[CH:41][C:37]([C:38](Cl)=[O:39])=[CH:36][CH:35]=1. The catalyst is C(Cl)Cl. The product is [F:33][C:34]1[CH:42]=[CH:41][C:37]([C:38]([N:1]([C:38](=[O:39])[C:37]2[CH:41]=[CH:42][C:34]([F:33])=[CH:35][CH:36]=2)[C:2]2[N:6]([C@H:7]3[CH2:12][CH2:11][C@@H:10]([C:13](=[O:14])[NH:15][CH:16]([CH3:18])[CH3:17])[CH2:9][CH2:8]3)[C:5]3[CH:19]=[C:20]([O:23][CH2:24][C:25]4[CH:30]=[CH:29][C:28]([O:31][CH3:32])=[CH:27][CH:26]=4)[CH:21]=[CH:22][C:4]=3[N:3]=2)=[O:39])=[CH:36][CH:35]=1. The yield is 0.800. (2) The reactants are [Br:1][C:2]1[CH:11]=[C:10]2[C:5]([C:6](Cl)=[CH:7][C:8](=[O:12])[NH:9]2)=[CH:4][C:3]=1[Cl:14].[N:15]1([C:21]([O:23][C:24]([CH3:27])([CH3:26])[CH3:25])=[O:22])[CH2:20][CH2:19][NH:18][CH2:17][CH2:16]1. The catalyst is CCCCO. The product is [Br:1][C:2]1[CH:11]=[C:10]2[C:5]([C:6]([N:18]3[CH2:17][CH2:16][N:15]([C:21]([O:23][C:24]([CH3:27])([CH3:26])[CH3:25])=[O:22])[CH2:20][CH2:19]3)=[CH:7][C:8](=[O:12])[NH:9]2)=[CH:4][C:3]=1[Cl:14]. The yield is 0.470. (3) The reactants are CN(C)/[CH:3]=[C:4]1\[CH2:5][CH2:6][CH:7]=[C:8]([O:11][CH2:12][CH3:13])[C:9]\1=O.Cl.[C:16]([NH2:19])(=[NH:18])[CH3:17].C(=O)([O-])[O-].[K+].[K+]. The catalyst is C(O)C. The product is [CH2:12]([O:11][C:8]1[C:9]2[N:19]=[C:16]([CH3:17])[N:18]=[CH:3][C:4]=2[CH2:5][CH2:6][CH:7]=1)[CH3:13]. The yield is 0.540. (4) The reactants are [CH2:1]([O:3][C:4](=[O:16])[C:5]([O:8][C:9]1[CH:14]=[CH:13][C:12]([OH:15])=[CH:11][CH:10]=1)([CH3:7])[CH3:6])[CH3:2].C1N2CCN(CC2)C1.[CH3:25][N:26]([CH3:30])[C:27](Cl)=[S:28]. The catalyst is CN(C=O)C. The product is [CH2:1]([O:3][C:4](=[O:16])[C:5]([O:8][C:9]1[CH:10]=[CH:11][C:12]([O:15][C:27](=[S:28])[N:26]([CH3:30])[CH3:25])=[CH:13][CH:14]=1)([CH3:7])[CH3:6])[CH3:2]. The yield is 0.750. (5) The reactants are C1C(=O)N([Br:8])C(=O)C1.[CH2:9]([CH:11]([CH2:29][CH2:30][CH2:31][CH3:32])[CH2:12][O:13][C:14]1[CH:19]=[CH:18][CH:17]=[CH:16][C:15]=1[O:20][CH2:21][CH:22]([CH2:27][CH3:28])[CH2:23][CH2:24][CH2:25][CH3:26])[CH3:10].CN(C=O)C. The catalyst is O. The product is [Br:8][C:18]1[CH:17]=[CH:16][C:15]([O:20][CH2:21][CH:22]([CH2:27][CH3:28])[CH2:23][CH2:24][CH2:25][CH3:26])=[C:14]([O:13][CH2:12][CH:11]([CH2:9][CH3:10])[CH2:29][CH2:30][CH2:31][CH3:32])[CH:19]=1. The yield is 0.960. (6) The reactants are [Br:1][C:2]1[S:6][C:5]2[CH:7]=[C:8]([O:11]C)[CH:9]=[CH:10][C:4]=2[C:3]=1[O:13][C:14]1[CH:19]=[CH:18][C:17](/[CH:20]=[CH:21]/[C:22]([O:24][CH3:25])=[O:23])=[CH:16][CH:15]=1.B(Br)(Br)Br.C(O)(=O)CC(CC(O)=O)(C(O)=O)O.P([O-])([O-])([O-])=O.[Na+].[Na+].[Na+]. The catalyst is C(Cl)Cl. The product is [Br:1][C:2]1[S:6][C:5]2[CH:7]=[C:8]([OH:11])[CH:9]=[CH:10][C:4]=2[C:3]=1[O:13][C:14]1[CH:15]=[CH:16][C:17](/[CH:20]=[CH:21]/[C:22]([O:24][CH3:25])=[O:23])=[CH:18][CH:19]=1.[Br:1][C:2]1[S:6][C:5]2[CH:7]=[C:8]([OH:11])[CH:9]=[CH:10][C:4]=2[C:3]=1[O:13][C:14]1[CH:15]=[CH:16][C:17](/[CH:20]=[CH:21]/[C:22]([OH:24])=[O:23])=[CH:18][CH:19]=1. The yield is 0.690. (7) The reactants are C[N:2]1[C:10]2[C:5](=C[CH:7]=[CH:8][CH:9]=2)C=[C:3]1[CH3:11].CC([O-])(C)C.[K+].[SiH:18]([CH2:23][CH3:24])([CH2:21][CH3:22])[CH2:19][CH3:20]. The catalyst is O1CCCC1. The product is [CH3:11][C:3]1[CH:7]=[CH:8][CH:9]=[C:10]([CH2:5][Si:18]([CH2:23][CH3:24])([CH2:21][CH3:22])[CH2:19][CH3:20])[N:2]=1. The yield is 0.570. (8) The reactants are [CH2:1]([S:6][C:7]1[N:12]=[C:11]([C:13]2[S:14][C:15]3[CH:23]=[CH:22][CH:21]=[CH:20][C:16]=3[C:17](=[O:19])[N:18]=2)[CH:10]=[CH:9][CH:8]=1)[CH2:2][CH2:3][CH2:4][CH3:5].ClC1C=CC=C(C(OO)=[O:32])C=1. The catalyst is C(Cl)(Cl)Cl. The product is [CH2:1]([S:6]([C:7]1[N:12]=[C:11]([C:13]2[S:14][C:15]3[CH:23]=[CH:22][CH:21]=[CH:20][C:16]=3[C:17](=[O:19])[N:18]=2)[CH:10]=[CH:9][CH:8]=1)=[O:32])[CH2:2][CH2:3][CH2:4][CH3:5]. The yield is 0.480. (9) The reactants are [C:1]([NH:4][C:5]1[S:6][C:7]([C:12]([O:14][CH2:15][CH3:16])=[O:13])=[C:8]([CH2:10]Cl)[N:9]=1)(=[O:3])[CH3:2].C1(P(C2C=CC=CC=2)C2C=CC=CC=2)C=CC=CC=1.CC(C)([O-])C.[K+].[N+:42]([C:45]1[CH:52]=[CH:51][C:48]([CH:49]=O)=[CH:47][CH:46]=1)([O-:44])=[O:43]. The catalyst is CN(C)C=O. The product is [C:1]([NH:4][C:5]1[S:6][C:7]([C:12]([O:14][CH2:15][CH3:16])=[O:13])=[C:8](/[CH:10]=[CH:49]/[C:48]2[CH:51]=[CH:52][C:45]([N+:42]([O-:44])=[O:43])=[CH:46][CH:47]=2)[N:9]=1)(=[O:3])[CH3:2]. The yield is 0.727. (10) The reactants are [OH:1][C:2]([CH3:28])([CH3:27])[CH2:3][N:4]1[C:8]([CH3:9])=[C:7]([C:10]([O:12]CC2C=CC=CC=2)=[O:11])[C:6](=[O:20])[N:5]1[C:21]1[CH:26]=[CH:25][CH:24]=[CH:23][CH:22]=1.[H][H]. The catalyst is CO.[Pd]. The product is [OH:1][C:2]([CH3:28])([CH3:27])[CH2:3][N:4]1[C:8]([CH3:9])=[C:7]([C:10]([OH:12])=[O:11])[C:6](=[O:20])[N:5]1[C:21]1[CH:26]=[CH:25][CH:24]=[CH:23][CH:22]=1. The yield is 0.961.